From a dataset of Forward reaction prediction with 1.9M reactions from USPTO patents (1976-2016). Predict the product of the given reaction. (1) Given the reactants Br[C:2]1[C:11]2[C:6](=[CH:7][C:8]([O:14][CH3:15])=[C:9]([O:12][CH3:13])[CH:10]=2)[C:5](=[O:16])[N:4]([CH2:17][CH3:18])[CH:3]=1.CC1(C)C(C)(C)OB([C:27]2[CH:28]=[N:29][N:30](C(OC(C)(C)C)=O)[CH:31]=2)O1.O.C(=O)([O-])[O-].[Na+].[Na+].COCCOC, predict the reaction product. The product is: [CH2:17]([N:4]1[CH:3]=[C:2]([C:27]2[CH:28]=[N:29][NH:30][CH:31]=2)[C:11]2[C:6](=[CH:7][C:8]([O:14][CH3:15])=[C:9]([O:12][CH3:13])[CH:10]=2)[C:5]1=[O:16])[CH3:18]. (2) Given the reactants [Cl:1][C:2]1[C:10]2[CH:9]=[C:8]([C:11](N(OC)C)=[O:12])[S:7][C:6]=2[CH:5]=[CH:4][C:3]=1[Cl:17].[CH2:18]([Mg]Br)[CH3:19], predict the reaction product. The product is: [Cl:1][C:2]1[C:10]2[CH:9]=[C:8]([C:11](=[O:12])[CH2:18][CH3:19])[S:7][C:6]=2[CH:5]=[CH:4][C:3]=1[Cl:17].